This data is from NCI-60 drug combinations with 297,098 pairs across 59 cell lines. The task is: Regression. Given two drug SMILES strings and cell line genomic features, predict the synergy score measuring deviation from expected non-interaction effect. (1) Drug 1: CCC1(CC2CC(C3=C(CCN(C2)C1)C4=CC=CC=C4N3)(C5=C(C=C6C(=C5)C78CCN9C7C(C=CC9)(C(C(C8N6C)(C(=O)OC)O)OC(=O)C)CC)OC)C(=O)OC)O.OS(=O)(=O)O. Drug 2: C(CCl)NC(=O)N(CCCl)N=O. Cell line: CCRF-CEM. Synergy scores: CSS=-6.15, Synergy_ZIP=1.32, Synergy_Bliss=-2.35, Synergy_Loewe=-10.2, Synergy_HSA=-9.73. (2) Drug 1: C1=NC(=NC(=O)N1C2C(C(C(O2)CO)O)O)N. Drug 2: CC12CCC3C(C1CCC2O)C(CC4=C3C=CC(=C4)O)CCCCCCCCCS(=O)CCCC(C(F)(F)F)(F)F. Cell line: HCT116. Synergy scores: CSS=13.7, Synergy_ZIP=-8.63, Synergy_Bliss=-9.24, Synergy_Loewe=-4.41, Synergy_HSA=-3.87. (3) Drug 1: C1=C(C(=O)NC(=O)N1)F. Drug 2: C1=CC(=CC=C1CC(C(=O)O)N)N(CCCl)CCCl.Cl. Cell line: OVCAR3. Synergy scores: CSS=71.7, Synergy_ZIP=2.39, Synergy_Bliss=4.52, Synergy_Loewe=3.76, Synergy_HSA=7.48. (4) Synergy scores: CSS=37.0, Synergy_ZIP=1.22, Synergy_Bliss=1.74, Synergy_Loewe=-29.5, Synergy_HSA=2.54. Drug 1: CC1OCC2C(O1)C(C(C(O2)OC3C4COC(=O)C4C(C5=CC6=C(C=C35)OCO6)C7=CC(=C(C(=C7)OC)O)OC)O)O. Cell line: SW-620. Drug 2: C1CNP(=O)(OC1)N(CCCl)CCCl. (5) Drug 2: CC(C)(C#N)C1=CC(=CC(=C1)CN2C=NC=N2)C(C)(C)C#N. Drug 1: CC1=C2C(C(=O)C3(C(CC4C(C3C(C(C2(C)C)(CC1OC(=O)C(C(C5=CC=CC=C5)NC(=O)OC(C)(C)C)O)O)OC(=O)C6=CC=CC=C6)(CO4)OC(=O)C)OC)C)OC. Synergy scores: CSS=24.5, Synergy_ZIP=-2.51, Synergy_Bliss=-7.48, Synergy_Loewe=-34.1, Synergy_HSA=-6.50. Cell line: SK-MEL-2. (6) Drug 1: C1=CC(=CC=C1CC(C(=O)O)N)N(CCCl)CCCl.Cl. Drug 2: C1=CN(C(=O)N=C1N)C2C(C(C(O2)CO)O)O.Cl. Cell line: RXF 393. Synergy scores: CSS=11.6, Synergy_ZIP=-5.95, Synergy_Bliss=-3.09, Synergy_Loewe=-7.31, Synergy_HSA=-1.74. (7) Drug 1: CCC1=CC2CC(C3=C(CN(C2)C1)C4=CC=CC=C4N3)(C5=C(C=C6C(=C5)C78CCN9C7C(C=CC9)(C(C(C8N6C)(C(=O)OC)O)OC(=O)C)CC)OC)C(=O)OC.C(C(C(=O)O)O)(C(=O)O)O. Drug 2: C1C(C(OC1N2C=C(C(=O)NC2=O)F)CO)O. Cell line: MDA-MB-231. Synergy scores: CSS=55.6, Synergy_ZIP=8.44, Synergy_Bliss=8.27, Synergy_Loewe=9.15, Synergy_HSA=13.4. (8) Cell line: OVCAR3. Synergy scores: CSS=1.23, Synergy_ZIP=-0.976, Synergy_Bliss=-4.34, Synergy_Loewe=-4.38, Synergy_HSA=-5.07. Drug 1: CC1=C(C=C(C=C1)NC2=NC=CC(=N2)N(C)C3=CC4=NN(C(=C4C=C3)C)C)S(=O)(=O)N.Cl. Drug 2: C1C(C(OC1N2C=NC3=C2NC=NCC3O)CO)O. (9) Drug 1: CCN(CC)CCCC(C)NC1=C2C=C(C=CC2=NC3=C1C=CC(=C3)Cl)OC. Drug 2: C(CN)CNCCSP(=O)(O)O. Cell line: SK-OV-3. Synergy scores: CSS=5.64, Synergy_ZIP=-7.05, Synergy_Bliss=0.803, Synergy_Loewe=-24.8, Synergy_HSA=-2.14. (10) Drug 1: CN(CC1=CN=C2C(=N1)C(=NC(=N2)N)N)C3=CC=C(C=C3)C(=O)NC(CCC(=O)O)C(=O)O. Drug 2: CS(=O)(=O)OCCCCOS(=O)(=O)C. Cell line: HCT116. Synergy scores: CSS=60.7, Synergy_ZIP=-1.96, Synergy_Bliss=-3.08, Synergy_Loewe=-22.5, Synergy_HSA=-4.09.